From a dataset of Forward reaction prediction with 1.9M reactions from USPTO patents (1976-2016). Predict the product of the given reaction. (1) Given the reactants Cl.[NH2:2][C:3]1[CH:8]=[CH:7][C:6]([N:9]2[CH2:14][CH2:13][C:12](=O)[CH2:11][CH2:10]2)=[CH:5][CH:4]=1.[Cl:16][C:17]1[C:18]([O:27][C:28]2[CH:33]=[CH:32][C:31]([S:34](Cl)(=[O:36])=[O:35])=[CH:30][CH:29]=2)=[N:19][CH:20]=[C:21]([C:23]([F:26])([F:25])[F:24])[CH:22]=1.[OH:38][C@@H:39]([CH2:52][NH2:53])[CH2:40][O:41][C:42]1[C:50]2[NH:49][C:48](=[O:51])[NH:47][C:46]=2[CH:45]=[CH:44][CH:43]=1, predict the reaction product. The product is: [Cl:16][C:17]1[C:18]([O:27][C:28]2[CH:33]=[CH:32][C:31]([S:34]([NH:2][C:3]3[CH:8]=[CH:7][C:6]([N:9]4[CH2:14][CH2:13][CH:12]([NH:53][CH2:52][C@H:39]([OH:38])[CH2:40][O:41][C:42]5[C:50]6[NH:49][C:48](=[O:51])[NH:47][C:46]=6[CH:45]=[CH:44][CH:43]=5)[CH2:11][CH2:10]4)=[CH:5][CH:4]=3)(=[O:36])=[O:35])=[CH:30][CH:29]=2)=[N:19][CH:20]=[C:21]([C:23]([F:26])([F:25])[F:24])[CH:22]=1. (2) Given the reactants [C:1]([Sn:3]([CH2:12][CH2:13][CH2:14][CH3:15])([CH2:8][CH2:9][CH2:10][CH3:11])[CH2:4][CH2:5][CH2:6][CH3:7])#[CH:2].[CH2:16]([N:23]=[N+:24]=[N-:25])[C:17]1[CH:22]=[CH:21][CH:20]=[CH:19][CH:18]=1, predict the reaction product. The product is: [CH2:16]([N:23]1[CH:2]=[C:1]([Sn:3]([CH2:8][CH2:9][CH2:10][CH3:11])([CH2:4][CH2:5][CH2:6][CH3:7])[CH2:12][CH2:13][CH2:14][CH3:15])[N:25]=[N:24]1)[C:17]1[CH:22]=[CH:21][CH:20]=[CH:19][CH:18]=1. (3) Given the reactants [Cl:1][C:2]1[CH:10]=[C:9]2[C:5]([C:6](O)([C:12]3[CH:17]=[CH:16][C:15]([O:18][CH3:19])=[CH:14][CH:13]=3)[C:7](=[O:11])[NH:8]2)=[CH:4][CH:3]=1.C([SiH](CC)CC)C.C(=O)([O-])[O-].[Na+].[Na+], predict the reaction product. The product is: [Cl:1][C:2]1[CH:10]=[C:9]2[C:5]([CH:6]([C:12]3[CH:17]=[CH:16][C:15]([O:18][CH3:19])=[CH:14][CH:13]=3)[C:7](=[O:11])[NH:8]2)=[CH:4][CH:3]=1. (4) Given the reactants [CH3:1][CH2:2][N:3]([CH:7]([CH3:9])C)[CH:4]([CH3:6])[CH3:5].FC(F)(F)C(O)=O.FC(F)(F)C(O)=O.FC(F)(F)C(O)=O.C(N1CC[CH:37]([N:40]2[CH2:43][C:42]3([CH2:46][NH:45][CH2:44]3)[CH2:41]2)CC1)(C)C.[C:47]([C:49]1[CH:50]=[C:51]2[C:55](=[CH:56][CH:57]=1)[NH:54][C:53](=[O:58])[C@@:52]2([NH:68][C:69](=O)[O:70]C1C=CC=CC=1)[C:59]1[C:60]([O:65][CH2:66][CH3:67])=[N:61][CH:62]=[CH:63][CH:64]=1)#[N:48].C([O-])([O-])=O.[K+].[K+], predict the reaction product. The product is: [C:47]([C:49]1[CH:50]=[C:51]2[C:55](=[CH:56][CH:57]=1)[NH:54][C:53](=[O:58])[C@@:52]2([NH:68][C:69]([N:45]1[CH2:44][C:42]2([CH2:41][N:40]([CH:37]3[CH2:1][CH2:2][N:3]([CH:4]([CH3:5])[CH3:6])[CH2:7][CH2:9]3)[CH2:43]2)[CH2:46]1)=[O:70])[C:59]1[C:60]([O:65][CH2:66][CH3:67])=[N:61][CH:62]=[CH:63][CH:64]=1)#[N:48]. (5) Given the reactants [Cl:1][C:2]1[CH:7]=[CH:6][C:5]([CH:8](C(OC(C)(C)C)=O)[C:9]([C:11]2[CH:12]=[N:13][CH:14]=[CH:15][C:16]=2[C:17]([O:19][CH3:20])=[O:18])=[O:10])=[CH:4][CH:3]=1.C(O)(C(F)(F)F)=O, predict the reaction product. The product is: [Cl:1][C:2]1[CH:3]=[CH:4][C:5]([CH2:8][C:9]([C:11]2[CH:12]=[N:13][CH:14]=[CH:15][C:16]=2[C:17]([O:19][CH3:20])=[O:18])=[O:10])=[CH:6][CH:7]=1. (6) Given the reactants [CH3:1][C:2]1[CH:7]=[CH:6][C:5]([C:8]2[C:9]([C:14]#[N:15])=[CH:10][CH:11]=[CH:12][CH:13]=2)=[CH:4][CH:3]=1.[N-:16]=[N+:17]=[N-:18].[Na+].Cl, predict the reaction product. The product is: [CH3:1][C:2]1[CH:3]=[CH:4][C:5]([C:8]2[CH:13]=[CH:12][CH:11]=[CH:10][C:9]=2[C:14]2[NH:18][N:17]=[N:16][N:15]=2)=[CH:6][CH:7]=1.